Task: Regression. Given a peptide amino acid sequence and an MHC pseudo amino acid sequence, predict their binding affinity value. This is MHC class I binding data.. Dataset: Peptide-MHC class I binding affinity with 185,985 pairs from IEDB/IMGT (1) The peptide sequence is GPAFVRTKL. The MHC is HLA-B46:01 with pseudo-sequence HLA-B46:01. The binding affinity (normalized) is 0.0847. (2) The peptide sequence is FLKEKGGL. The MHC is HLA-B58:01 with pseudo-sequence HLA-B58:01. The binding affinity (normalized) is 0. (3) The peptide sequence is KDPIEGEET. The MHC is Mamu-A01 with pseudo-sequence Mamu-A01. The binding affinity (normalized) is 0. (4) The peptide sequence is VTDTALAYF. The MHC is HLA-A68:02 with pseudo-sequence HLA-A68:02. The binding affinity (normalized) is 0.0847. (5) The peptide sequence is REPTDLKQF. The MHC is HLA-B44:02 with pseudo-sequence HLA-B44:02. The binding affinity (normalized) is 0.323.